From a dataset of Catalyst prediction with 721,799 reactions and 888 catalyst types from USPTO. Predict which catalyst facilitates the given reaction. (1) The catalyst class is: 26. Product: [Cl:11][CH2:12][C:13]([NH:1][C:2]1[CH:3]=[N:4][CH:5]=[N:6][CH:7]=1)=[O:14]. Reactant: [NH2:1][C:2]1[CH:3]=[N:4][CH:5]=[N:6][CH:7]=1.C(#N)C.[Cl:11][CH2:12][C:13](Cl)=[O:14]. (2) Reactant: [CH:1]([C:3]1[CH:4]=[N:5][CH:6]=[CH:7][C:8]=1[C:9]1[CH:10]=[C:11]([CH:14]=[CH:15][CH:16]=1)[C:12]#[N:13])=[O:2].[F:17][C:18]1[CH:19]=[C:20]([Mg]Br)[CH:21]=[CH:22][CH:23]=1. Product: [F:17][C:18]1[CH:23]=[C:22]([CH:1]([OH:2])[C:3]2[CH:4]=[N:5][CH:6]=[CH:7][C:8]=2[C:9]2[CH:10]=[C:11]([CH:14]=[CH:15][CH:16]=2)[C:12]#[N:13])[CH:21]=[CH:20][CH:19]=1. The catalyst class is: 1. (3) Reactant: [Cl:1][C:2]1[CH:7]=[CH:6][C:5]([C:8]([F:10])=[CH2:9])=[CH:4][CH:3]=1.[N+](=[CH:13][C:14]([O:16][CH2:17][CH3:18])=[O:15])=[N-]. Product: [Cl:1][C:2]1[CH:7]=[CH:6][C:5]([C:8]2([F:10])[CH2:9][CH:13]2[C:14]([O:16][CH2:17][CH3:18])=[O:15])=[CH:4][CH:3]=1. The catalyst class is: 2.